This data is from NCI-60 drug combinations with 297,098 pairs across 59 cell lines. The task is: Regression. Given two drug SMILES strings and cell line genomic features, predict the synergy score measuring deviation from expected non-interaction effect. (1) Drug 1: CC1=C(C(=CC=C1)Cl)NC(=O)C2=CN=C(S2)NC3=CC(=NC(=N3)C)N4CCN(CC4)CCO. Drug 2: CN1C2=C(C=C(C=C2)N(CCCl)CCCl)N=C1CCCC(=O)O.Cl. Cell line: RPMI-8226. Synergy scores: CSS=1.64, Synergy_ZIP=1.86, Synergy_Bliss=3.02, Synergy_Loewe=1.79, Synergy_HSA=-0.336. (2) Drug 1: C1=C(C(=O)NC(=O)N1)F. Drug 2: C1=CN(C(=O)N=C1N)C2C(C(C(O2)CO)O)O.Cl. Cell line: UACC-257. Synergy scores: CSS=17.9, Synergy_ZIP=-4.33, Synergy_Bliss=-3.24, Synergy_Loewe=-2.84, Synergy_HSA=-2.78. (3) Drug 2: C(CCl)NC(=O)N(CCCl)N=O. Cell line: U251. Synergy scores: CSS=3.12, Synergy_ZIP=5.55, Synergy_Bliss=10.5, Synergy_Loewe=-9.89, Synergy_HSA=-4.09. Drug 1: CS(=O)(=O)CCNCC1=CC=C(O1)C2=CC3=C(C=C2)N=CN=C3NC4=CC(=C(C=C4)OCC5=CC(=CC=C5)F)Cl. (4) Drug 1: C1=CC(=CC=C1CCCC(=O)O)N(CCCl)CCCl. Drug 2: CN(C(=O)NC(C=O)C(C(C(CO)O)O)O)N=O. Cell line: TK-10. Synergy scores: CSS=-4.27, Synergy_ZIP=-4.07, Synergy_Bliss=-12.6, Synergy_Loewe=-14.9, Synergy_HSA=-10.9.